This data is from Catalyst prediction with 721,799 reactions and 888 catalyst types from USPTO. The task is: Predict which catalyst facilitates the given reaction. (1) The catalyst class is: 1. Reactant: [CH2:1]([C:3]1[N:7]([CH3:8])[C:6]2[CH:9]=[C:10]([N:13]3[CH:18]=[CH:17][C:16]([OH:19])=[CH:15][C:14]3=[O:20])[CH:11]=[CH:12][C:5]=2[N:4]=1)[CH3:2].[Cl:21][C:22]1[S:26][CH:25]=[C:24]([CH2:27]O)[CH:23]=1.C(P(CCCC)CCCC)CCC.N(C(N1CCCCC1)=O)=NC(N1CCCCC1)=O. Product: [Cl:21][C:22]1[S:26][CH:25]=[C:24]([CH2:27][O:19][C:16]2[CH:17]=[CH:18][N:13]([C:10]3[CH:11]=[CH:12][C:5]4[N:4]=[C:3]([CH2:1][CH3:2])[N:7]([CH3:8])[C:6]=4[CH:9]=3)[C:14](=[O:20])[CH:15]=2)[CH:23]=1. (2) Reactant: [Br-].C(O[CH:5](OCC)[CH2:6][CH:7]([P+](C1C=CC=CC=1)(C1C=CC=CC=1)C1C=CC=CC=1)[CH3:8])C.C([Li])CCC.[Cl:36][C:37]1[CH:44]=[CH:43][CH:42]=[CH:41][C:38]=1[CH:39]=O.CCO. Product: [Cl:36][C:37]1[C:38]2[C:41](=[CH:5][CH:6]=[C:7]([CH3:8])[CH:39]=2)[CH:42]=[CH:43][CH:44]=1. The catalyst class is: 531. (3) Reactant: [C:1]([C:5]1[CH:26]=[CH:25][C:8]([C:9]([NH:11][C:12]2[CH:13]=[N:14][C:15]([C:18]3[CH:23]=[CH:22][CH:21]=[CH:20][C:19]=3[F:24])=[CH:16][CH:17]=2)=[O:10])=[CH:7][C:6]=1[NH:27][C:28](=[O:32])[CH:29](Cl)[CH3:30])([CH3:4])([CH3:3])[CH3:2].[NH:33]1[CH2:38][CH2:37][O:36][CH2:35][CH2:34]1.C(N(CC)CC)C.[I-].[K+]. Product: [C:1]([C:5]1[CH:26]=[CH:25][C:8]([C:9]([NH:11][C:12]2[CH:13]=[N:14][C:15]([C:18]3[CH:23]=[CH:22][CH:21]=[CH:20][C:19]=3[F:24])=[CH:16][CH:17]=2)=[O:10])=[CH:7][C:6]=1[NH:27][C:28](=[O:32])[CH:29]([N:33]1[CH2:38][CH2:37][O:36][CH2:35][CH2:34]1)[CH3:30])([CH3:4])([CH3:3])[CH3:2]. The catalyst class is: 18. (4) Reactant: [Cl:1][C:2]1[C:6]([S:7](Cl)(=[O:9])=[O:8])=[CH:5][N:4]([CH3:11])[C:3]=1[C:12]([O:14][CH3:15])=[O:13].C([O-])(O)=O.[Na+].[CH:21]([NH2:24])([CH3:23])[CH3:22]. The catalyst class is: 10. Product: [Cl:1][C:2]1[C:6]([S:7](=[O:9])(=[O:8])[NH:24][CH:21]([CH3:23])[CH3:22])=[CH:5][N:4]([CH3:11])[C:3]=1[C:12]([O:14][CH3:15])=[O:13]. (5) Reactant: [ClH:1].C([O:6][C:7](=[O:27])[C@H:8]([CH2:17][CH2:18][CH2:19][NH:20]C(=N)OC(C)C)[NH:9]C(OC(C)(C)C)=O)(C)(C)C.Cl. Product: [ClH:1].[ClH:1].[NH2:9][C@H:8]([C:7]([OH:27])=[O:6])[CH2:17][CH2:18][CH2:19][NH2:20]. The catalyst class is: 12. (6) Reactant: [NH2:1][C:2]1[C:7]([C:8]([O:10]C)=[O:9])=[C:6]([O:12][CH3:13])[CH:5]=[C:4]([O:14][CH3:15])[N:3]=1.[OH-].[K+]. Product: [NH2:1][C:2]1[N:3]=[C:4]([O:14][CH3:15])[CH:5]=[C:6]([O:12][CH3:13])[C:7]=1[C:8]([OH:10])=[O:9]. The catalyst class is: 97. (7) The catalyst class is: 1. Reactant: [NH2-].[Na+].[CH3:3][C:4](=[O:9])[C:5]([CH3:8])([CH3:7])[CH3:6].[Cl:10][C:11]1[CH:16]=[CH:15][C:14]([C:17]2[N:21]([C:22]3[CH:27]=[CH:26][C:25]([Cl:28])=[CH:24][C:23]=3[Cl:29])[N:20]=[C:19]([C:30](OCC)=[O:31])[C:18]=2[CH3:35])=[CH:13][CH:12]=1.Cl. Product: [Cl:10][C:11]1[CH:12]=[CH:13][C:14]([C:17]2[N:21]([C:22]3[CH:27]=[CH:26][C:25]([Cl:28])=[CH:24][C:23]=3[Cl:29])[N:20]=[C:19]([C:30](=[O:31])/[CH:3]=[C:4](\[OH:9])/[C:5]([CH3:8])([CH3:7])[CH3:6])[C:18]=2[CH3:35])=[CH:15][CH:16]=1.